From a dataset of Forward reaction prediction with 1.9M reactions from USPTO patents (1976-2016). Predict the product of the given reaction. Given the reactants COC1C=CC([CH2:7][N:8](C)[C:9]2[CH:18]=[C:17]3[C:12]([CH:13]=[C:14]([C:21]4[CH:26]=[C:25]([NH2:27])[C:24]([F:28])=[CH:23][C:22]=4[Cl:29])[C:15](=[O:20])[N:16]3[CH3:19])=[CH:11][N:10]=2)=CC=1.C(O)(C(F)(F)F)=O, predict the reaction product. The product is: [NH2:27][C:25]1[C:24]([F:28])=[CH:23][C:22]([Cl:29])=[C:21]([C:14]2[C:15](=[O:20])[N:16]([CH3:19])[C:17]3[C:12]([CH:13]=2)=[CH:11][N:10]=[C:9]([NH:8][CH3:7])[CH:18]=3)[CH:26]=1.